This data is from Catalyst prediction with 721,799 reactions and 888 catalyst types from USPTO. The task is: Predict which catalyst facilitates the given reaction. (1) Reactant: ClC1N=C(N2CCC[C@@H]([NH:14][C:15](=[O:24])[N:16]([CH3:23])[C:17]3[CH:22]=[CH:21][CH:20]=[CH:19][CH:18]=3)C2)C=NC=1C#N.C1(N)CC1. Product: [CH3:23][N:16]([C:17]1[CH:22]=[CH:21][CH:20]=[CH:19][CH:18]=1)[C:15]([NH2:14])=[O:24]. The catalyst class is: 197. (2) Reactant: F[C:2]1[CH:9]=[CH:8][C:5]([CH:6]=[O:7])=[C:4]([N+:10]([O-:12])=[O:11])[CH:3]=1.[CH3:13][S:14]([N:17]1[CH2:22][CH2:21][NH:20][CH2:19][CH2:18]1)(=[O:16])=[O:15].O. Product: [CH3:13][S:14]([N:17]1[CH2:22][CH2:21][N:20]([C:2]2[CH:9]=[CH:8][C:5]([CH:6]=[O:7])=[C:4]([N+:10]([O-:12])=[O:11])[CH:3]=2)[CH2:19][CH2:18]1)(=[O:16])=[O:15]. The catalyst class is: 16. (3) Reactant: [C:1]([C:5]1[N:6]=[C:7]([NH:10][C:11]([C:13]2[CH:40]=[CH:39][N:16]3[C:17](=[O:38])[C:18](/[CH:29]=[CH:30]/[C:31]([O:33][C:34]([CH3:37])([CH3:36])[CH3:35])=[O:32])=[C:19]([N:21]4[CH2:26][CH2:25][CH:24]([OH:27])[CH:23]([OH:28])[CH2:22]4)[N:20]=[C:15]3[CH:14]=2)=[O:12])[S:8][CH:9]=1)([CH3:4])([CH3:3])[CH3:2].ClC(Cl)(Cl)C([N:45]=[C:46]=[O:47])=O.[N-:50]=[C:51]=[O:52]. Product: [C:1]([C:5]1[N:6]=[C:7]([NH:10][C:11]([C:13]2[CH:40]=[CH:39][N:16]3[C:17](=[O:38])[C:18](/[CH:29]=[CH:30]/[C:31]([O:33][C:34]([CH3:37])([CH3:36])[CH3:35])=[O:32])=[C:19]([N:21]4[CH2:26][CH2:25][CH:24]([O:27][C:51]([NH2:50])=[O:52])[CH:23]([O:28][C:46]([NH2:45])=[O:47])[CH2:22]4)[N:20]=[C:15]3[CH:14]=2)=[O:12])[S:8][CH:9]=1)([CH3:4])([CH3:2])[CH3:3]. The catalyst class is: 13. (4) Reactant: [NH:1]1[CH:5]=[CH:4][N:3]=[CH:2]1.C(N(CC)CC)C.Br[CH:14]([C:19]1[CH:24]=[CH:23][C:22]([Cl:25])=[CH:21][CH:20]=1)[C:15]([O:17][CH3:18])=[O:16].O. Product: [Cl:25][C:22]1[CH:21]=[CH:20][C:19]([CH:14]([N:1]2[CH:5]=[CH:4][N:3]=[CH:2]2)[C:15]([O:17][CH3:18])=[O:16])=[CH:24][CH:23]=1. The catalyst class is: 3.